Task: Predict the reactants needed to synthesize the given product.. Dataset: Full USPTO retrosynthesis dataset with 1.9M reactions from patents (1976-2016) (1) Given the product [Cl:38][C:37]1[CH:36]=[C:35]([F:39])[CH:34]=[C:33]([Cl:40])[C:32]=1[N:23]([CH2:24][O:25][CH2:26][CH2:27][Si:28]([CH3:31])([CH3:30])[CH3:29])[C:7]1[C:8]2[CH:9]=[CH:10][N:11]([CH2:15][O:16][CH2:17][CH2:18][Si:19]([CH3:21])([CH3:22])[CH3:20])[C:12](=[O:14])[C:13]=2[C:4]2[CH:3]=[C:2]([N:43]3[CH2:48][CH2:47][O:46][CH2:45][CH2:44]3)[CH:42]=[CH:41][C:5]=2[N:6]=1, predict the reactants needed to synthesize it. The reactants are: Br[C:2]1[CH:42]=[CH:41][C:5]2[N:6]=[C:7]([N:23]([C:32]3[C:37]([Cl:38])=[CH:36][C:35]([F:39])=[CH:34][C:33]=3[Cl:40])[CH2:24][O:25][CH2:26][CH2:27][Si:28]([CH3:31])([CH3:30])[CH3:29])[C:8]3[CH:9]=[CH:10][N:11]([CH2:15][O:16][CH2:17][CH2:18][Si:19]([CH3:22])([CH3:21])[CH3:20])[C:12](=[O:14])[C:13]=3[C:4]=2[CH:3]=1.[NH:43]1[CH2:48][CH2:47][O:46][CH2:45][CH2:44]1.CC1(C)C2C(=C(P(C3C=CC=CC=3)C3C=CC=CC=3)C=CC=2)OC2C(P(C3C=CC=CC=3)C3C=CC=CC=3)=CC=CC1=2.C(=O)([O-])[O-].[Cs+].[Cs+]. (2) Given the product [CH:35]1([N:13]([CH:10]2[CH2:11][CH2:12]2)[C:14]([C:16]2[N:32]([CH2:33][CH3:34])[C:19]3=[N:20][C:21]([NH:28][C:29]4[S:30][CH:2]=[C:3]([C:4]([O:6][CH2:7][CH3:8])=[O:5])[N:31]=4)=[C:22]4[N:26]=[CH:25][N:24]([CH3:27])[C:23]4=[C:18]3[CH:17]=2)=[O:15])[CH2:36][CH2:37]1, predict the reactants needed to synthesize it. The reactants are: Br[CH2:2][C:3](=O)[C:4]([O:6][CH2:7][CH3:8])=[O:5].[CH:10]1([N:13]([CH:35]2[CH2:37][CH2:36]2)[C:14]([C:16]2[N:32]([CH2:33][CH3:34])[C:19]3=[N:20][C:21]([NH:28][C:29]([NH2:31])=[S:30])=[C:22]4[N:26]=[CH:25][N:24]([CH3:27])[C:23]4=[C:18]3[CH:17]=2)=[O:15])[CH2:12][CH2:11]1. (3) Given the product [N:1]1[CH:6]=[CH:5][CH:4]=[CH:3][C:2]=1[C:7]1[O:11][N:10]=[C:9]([C:12]([OH:14])=[O:13])[C:8]=1[C:17]([F:20])([F:18])[F:19], predict the reactants needed to synthesize it. The reactants are: [N:1]1[CH:6]=[CH:5][CH:4]=[CH:3][C:2]=1[C:7]1[O:11][N:10]=[C:9]([C:12]([O:14]CC)=[O:13])[C:8]=1[C:17]([F:20])([F:19])[F:18].[OH-].[Na+]. (4) Given the product [CH3:11][O:12][C:2]1[CH:3]=[C:4]2[CH:10]=[CH:9][NH:8][C:5]2=[N:6][CH:7]=1, predict the reactants needed to synthesize it. The reactants are: Br[C:2]1[CH:3]=[C:4]2[CH:10]=[CH:9][NH:8][C:5]2=[N:6][CH:7]=1.[CH3:11][O-:12].[Na+].FSI.[Cl-].[NH4+].[OH-].[NH4+].